From a dataset of Full USPTO retrosynthesis dataset with 1.9M reactions from patents (1976-2016). Predict the reactants needed to synthesize the given product. (1) Given the product [CH:1]1([N:6]2[CH2:12][C:11]([F:14])([F:13])[C:10](=[O:15])[NH:9][C:8]3[CH:17]=[N:18][C:19]([NH:21][C:22]4[CH:30]=[CH:29][C:25]([C:26]([NH:104][CH:105]5[CH2:110][CH2:109][N:108]([CH2:111][CH3:112])[CH2:107][CH2:106]5)=[O:27])=[C:24]([F:31])[C:23]=4[F:32])=[N:20][C:7]2=3)[CH2:2][CH2:3][CH2:4][CH2:5]1, predict the reactants needed to synthesize it. The reactants are: [CH:1]1([N:6]2[CH2:12][C:11]([F:14])([F:13])[C:10](=[O:15])[N:9](C)[C:8]3[CH:17]=[N:18][C:19]([NH:21][C:22]4[CH:30]=[CH:29][C:25]([C:26](O)=[O:27])=[C:24]([F:31])[C:23]=4[F:32])=[N:20][C:7]2=3)[CH2:5][CH2:4][CH2:3][CH2:2]1.C1(N2CC(F)(F)C(=O)NC3C=NC(NC4C=CC(C(NC5CCN(C)CC5)=O)=C(F)C=4F)=NC2=3)CCCC1.F[P-](F)(F)(F)(F)F.CN(C(N(C)C)=[N+]1C2C(=NC=CC=2)[N+]([O-])=N1)C.C(N(C(C)C)CC)(C)C.[NH2:104][CH:105]1[CH2:110][CH2:109][N:108]([CH2:111][CH3:112])[CH2:107][CH2:106]1. (2) Given the product [N:14]1[CH:15]=[CH:16][CH:17]=[C:12]([C:4]2[CH:3]=[C:2]([C:20]3[CH:25]=[CH:24][CH:23]=[CH:22][CH:21]=3)[CH:11]=[CH:10][C:5]=2[C:6]([O:8][CH3:9])=[O:7])[CH:13]=1, predict the reactants needed to synthesize it. The reactants are: Cl[C:2]1[CH:11]=[CH:10][C:5]([C:6]([O:8][CH3:9])=[O:7])=[C:4]([C:12]2[CH:13]=[N:14][CH:15]=[CH:16][CH:17]=2)[CH:3]=1.[F-].[Cs+].[CH:20]1(P([CH:20]2[CH2:25][CH2:24][CH2:23][CH2:22][CH2:21]2)C2C=CC=CC=2C2C=CC=CC=2N(C)C)[CH2:25][CH2:24][CH2:23][CH2:22][CH2:21]1. (3) Given the product [CH2:1]([O:3][C:4](=[O:23])[CH2:5][N:6]([CH2:17][C:18]([O:20][CH2:21][CH3:22])=[O:19])[C:7]1[C:15]2[O:14][CH2:13][CH2:12][C:11]=2[CH:10]=[C:9]([C:25]#[N:26])[CH:8]=1)[CH3:2], predict the reactants needed to synthesize it. The reactants are: [CH2:1]([O:3][C:4](=[O:23])[CH2:5][N:6]([CH2:17][C:18]([O:20][CH2:21][CH3:22])=[O:19])[C:7]1[C:15]2[O:14][CH2:13][CH2:12][C:11]=2[CH:10]=[C:9](Br)[CH:8]=1)[CH3:2].N.[CH3:25][N:26](C)C=O. (4) Given the product [S:28]1[CH:29]=[CH:30][CH:31]=[C:27]1[S:24]([N:22]1[CH2:21][CH2:20][N:19]([C:32]2[CH:37]=[CH:36][C:35]([C:38]([OH:44])([CH3:43])[C:39]([F:42])([F:41])[F:40])=[CH:34][CH:33]=2)[C@@H:18]([CH2:17][N:16]2[CH:10]3[CH:9]([OH:8])[CH2:15][CH:14]2[CH2:13][O:12][CH2:11]3)[CH2:23]1)(=[O:25])=[O:26], predict the reactants needed to synthesize it. The reactants are: C([O:8][CH:9]1[CH2:15][CH:14]2[N:16]([CH2:17][C@H:18]3[CH2:23][N:22]([S:24]([C:27]4[S:28][CH:29]=[CH:30][CH:31]=4)(=[O:26])=[O:25])[CH2:21][CH2:20][N:19]3[C:32]3[CH:37]=[CH:36][C:35]([C:38]([OH:44])([CH3:43])[C:39]([F:42])([F:41])[F:40])=[CH:34][CH:33]=3)[CH:10]1[CH2:11][O:12][CH2:13]2)C1C=CC=CC=1.C(Cl)Cl.B(Cl)(Cl)Cl. (5) Given the product [Cl:34][C:35]1[CH:65]=[CH:64][C:63]([OH:66])=[CH:62][C:36]=1[C:37]([NH:39][C:40]1[CH:45]=[N:44][C:43]([NH:46][C:47]2[CH:52]=[CH:51][CH:50]=[C:49]([C:53](=[O:61])[N:54]([CH2:58][CH2:59][OH:60])[CH:55]([CH3:56])[CH3:57])[CH:48]=2)=[N:42][CH:41]=1)=[O:38], predict the reactants needed to synthesize it. The reactants are: ClC1C=CC(O)=CC=1C(NC1C=NC(NC2C=CC(C(N3CCN(C)CC3)=O)=CC=2)=NC=1)=O.[Cl:34][C:35]1[CH:65]=[CH:64][C:63]([O:66]C)=[CH:62][C:36]=1[C:37]([NH:39][C:40]1[CH:41]=[N:42][C:43]([NH:46][C:47]2[CH:52]=[CH:51][CH:50]=[C:49]([C:53](=[O:61])[N:54]([CH2:58][CH2:59][OH:60])[CH:55]([CH3:57])[CH3:56])[CH:48]=2)=[N:44][CH:45]=1)=[O:38].B(Br)(Br)Br. (6) Given the product [CH3:22][C@H:4]([C@H:3]([CH3:2])[CH2:19][CH2:20][CH3:21])[C:5]([N:7]1[C@H:11]([C:12]2[CH:17]=[CH:16][CH:15]=[CH:14][CH:13]=2)[CH2:10][O:9][C:8]1=[O:18])=[O:6], predict the reactants needed to synthesize it. The reactants are: [Na].[CH3:2][C@H:3]([CH2:19][CH2:20][CH3:21])[CH2:4][C:5]([N:7]1[C@H:11]([C:12]2[CH:17]=[CH:16][CH:15]=[CH:14][CH:13]=2)[CH2:10][O:9][C:8]1=[O:18])=[O:6].[CH3:22]I. (7) Given the product [NH2:52][CH:48]1[CH2:49][CH2:50][CH2:51][C:47]21[CH2:46][N:45]([C:17]1[C:4]3[C:3]4[C:7](=[C:8]([NH:12][CH3:13])[CH:9]=[C:10]([F:11])[C:2]=4[F:1])[NH:6][C:5]=3[N:14]=[C:15]([O:35][C:32]3[CH:31]=[N:30][C:29]([CH:27]([OH:26])[CH3:28])=[N:34][CH:33]=3)[N:16]=1)[CH2:44]2, predict the reactants needed to synthesize it. The reactants are: [F:1][C:2]1[C:10]([F:11])=[CH:9][C:8]([NH:12][CH3:13])=[C:7]2[C:3]=1[C:4]1[C:17](S(C)(=O)=O)=[N:16][C:15](S(C)(=O)=O)=[N:14][C:5]=1[NH:6]2.[OH:26][CH:27]([C:29]1[N:34]=[CH:33][C:32]([OH:35])=[CH:31][N:30]=1)[CH3:28].C(=O)([O-])[O-].[K+].[K+].Cl.Cl.[CH2:44]1[C:47]2([CH2:51][CH2:50][CH2:49][CH:48]2[NH2:52])[CH2:46][NH:45]1. (8) The reactants are: [O:1]1[C:5]2[CH:6]=[CH:7][C:8]([CH:10]([OH:40])[CH2:11][S:12][C@H:13]3[C:16](=[O:17])[N:15]([C:18]4[CH:23]=[CH:22][C:21]([F:24])=[CH:20][CH:19]=4)[C@@H:14]3[C:25]3[CH:39]=[CH:38][C:28]([O:29]CC(NCC(O)=O)=O)=[CH:27][CH:26]=3)=[CH:9][C:4]=2[O:3][CH2:2]1.C[N:42]1[CH2:47][CH2:46][O:45][CH2:44][CH2:43]1.CN(C([O:55]N1N=NC2C=CC=CC1=2)=[N+](C)C)C.[B-](F)(F)(F)F.FC(F)(F)C(O)=O.[CH3:77][C:78]([CH3:90])([C:84]1[CH:89]=[CH:88][CH:87]=[CH:86][CH:85]=1)[C@H:79]([C:81]([OH:83])=[O:82])[NH2:80]. Given the product [O:1]1[C:5]2[CH:6]=[CH:7][C:8]([CH:10]([OH:40])[CH2:11][S:12][C@H:13]3[C:16](=[O:17])[N:15]([C:18]4[CH:19]=[CH:20][C:21]([F:24])=[CH:22][CH:23]=4)[C@@H:14]3[C:25]3[CH:39]=[CH:38][C:28]([O:29][CH2:44][C:43]([NH:42][CH2:47][C:46]([NH:80][C@@H:79]([C:81]([OH:83])=[O:82])[C:78]([CH3:90])([CH3:77])[C:84]4[CH:89]=[CH:88][CH:87]=[CH:86][CH:85]=4)=[O:45])=[O:55])=[CH:27][CH:26]=3)=[CH:9][C:4]=2[O:3][CH2:2]1, predict the reactants needed to synthesize it. (9) Given the product [CH2:1]([N:8]1[CH2:19][CH2:18][C:11]2[N:12]=[C:13]([Cl:17])[N:14]=[C:15]([N:33]3[CH2:32][CH2:31][N:30]([C:34](=[O:36])[CH3:35])[CH2:29][C@H:28]3[CH3:27])[C:10]=2[CH2:9]1)[C:2]1[CH:7]=[CH:6][CH:5]=[CH:4][CH:3]=1, predict the reactants needed to synthesize it. The reactants are: [CH2:1]([N:8]1[CH2:19][CH2:18][C:11]2[N:12]=[C:13]([Cl:17])[N:14]=[C:15](Cl)[C:10]=2[CH2:9]1)[C:2]1[CH:7]=[CH:6][CH:5]=[CH:4][CH:3]=1.FC(F)(F)C(O)=O.[CH3:27][C@H:28]1[NH:33][CH2:32][CH2:31][N:30]([C:34](=[O:36])[CH3:35])[CH2:29]1.CCN(C(C)C)C(C)C. (10) Given the product [CH3:16][S:13]([CH2:12][CH2:11][CH2:10][O:9][CH2:8][C:6]1[CH:7]=[C:2]([C:37]2[CH:38]=[C:39]3[C:44](=[N:45][CH:46]=2)[N:43]([C:47]([NH2:49])=[O:48])[CH2:42][CH2:41][CH2:40]3)[CH:3]=[N:4][CH:5]=1)(=[O:15])=[O:14], predict the reactants needed to synthesize it. The reactants are: Br[C:2]1[CH:3]=[N:4][CH:5]=[C:6]([CH2:8][O:9][CH2:10][CH2:11][CH2:12][S:13]([CH3:16])(=[O:15])=[O:14])[CH:7]=1.C([O-])([O-])=O.[Na+].[Na+].O1CCOCC1.CC1(C)C(C)(C)OB([C:37]2[CH:38]=[C:39]3[C:44](=[N:45][CH:46]=2)[N:43]([C:47]([NH2:49])=[O:48])[CH2:42][CH2:41][CH2:40]3)O1.CCOC(C)=O.